This data is from NCI-60 drug combinations with 297,098 pairs across 59 cell lines. The task is: Regression. Given two drug SMILES strings and cell line genomic features, predict the synergy score measuring deviation from expected non-interaction effect. (1) Drug 1: C1=NC2=C(N=C(N=C2N1C3C(C(C(O3)CO)O)F)Cl)N. Drug 2: CC1CCC2CC(C(=CC=CC=CC(CC(C(=O)C(C(C(=CC(C(=O)CC(OC(=O)C3CCCCN3C(=O)C(=O)C1(O2)O)C(C)CC4CCC(C(C4)OC)OCCO)C)C)O)OC)C)C)C)OC. Cell line: T-47D. Synergy scores: CSS=14.5, Synergy_ZIP=-9.66, Synergy_Bliss=-11.4, Synergy_Loewe=-5.36, Synergy_HSA=-4.87. (2) Drug 1: C1CN1P(=S)(N2CC2)N3CC3. Drug 2: CCC(=C(C1=CC=CC=C1)C2=CC=C(C=C2)OCCN(C)C)C3=CC=CC=C3.C(C(=O)O)C(CC(=O)O)(C(=O)O)O. Cell line: OVCAR-8. Synergy scores: CSS=24.3, Synergy_ZIP=-4.06, Synergy_Bliss=1.06, Synergy_Loewe=-4.62, Synergy_HSA=1.76. (3) Drug 1: CC1=CC=C(C=C1)C2=CC(=NN2C3=CC=C(C=C3)S(=O)(=O)N)C(F)(F)F. Drug 2: CC1CCC2CC(C(=CC=CC=CC(CC(C(=O)C(C(C(=CC(C(=O)CC(OC(=O)C3CCCCN3C(=O)C(=O)C1(O2)O)C(C)CC4CCC(C(C4)OC)O)C)C)O)OC)C)C)C)OC. Cell line: COLO 205. Synergy scores: CSS=3.22, Synergy_ZIP=0.853, Synergy_Bliss=2.60, Synergy_Loewe=-5.89, Synergy_HSA=-1.53. (4) Drug 1: C1=NC2=C(N1)C(=S)N=C(N2)N. Drug 2: CCC1(CC2CC(C3=C(CCN(C2)C1)C4=CC=CC=C4N3)(C5=C(C=C6C(=C5)C78CCN9C7C(C=CC9)(C(C(C8N6C=O)(C(=O)OC)O)OC(=O)C)CC)OC)C(=O)OC)O.OS(=O)(=O)O. Cell line: MOLT-4. Synergy scores: CSS=78.2, Synergy_ZIP=0.686, Synergy_Bliss=3.35, Synergy_Loewe=0.557, Synergy_HSA=3.15. (5) Drug 1: CC1=C2C(C(=O)C3(C(CC4C(C3C(C(C2(C)C)(CC1OC(=O)C(C(C5=CC=CC=C5)NC(=O)OC(C)(C)C)O)O)OC(=O)C6=CC=CC=C6)(CO4)OC(=O)C)OC)C)OC. Drug 2: C1C(C(OC1N2C=C(C(=O)NC2=O)F)CO)O. Cell line: CAKI-1. Synergy scores: CSS=54.3, Synergy_ZIP=4.54, Synergy_Bliss=4.53, Synergy_Loewe=3.20, Synergy_HSA=10.2.